From a dataset of Forward reaction prediction with 1.9M reactions from USPTO patents (1976-2016). Predict the product of the given reaction. (1) Given the reactants [Li][CH2:2]CCC.[Br:6][C:7]1[CH:23]=[CH:22][C:10]([O:11][Si:12]([CH:19]([CH3:21])[CH3:20])([CH:16]([CH3:18])[CH3:17])[CH:13]([CH3:15])[CH3:14])=[C:9]([Cl:24])[CH:8]=1.CI, predict the reaction product. The product is: [Br:6][C:7]1[CH:23]=[CH:22][C:10]([O:11][Si:12]([CH:19]([CH3:21])[CH3:20])([CH:13]([CH3:14])[CH3:15])[CH:16]([CH3:17])[CH3:18])=[C:9]([Cl:24])[C:8]=1[CH3:2]. (2) The product is: [Si:15]([O:14][CH2:13][C@@H:11]1[CH2:12][N:8]([C:6]([O:5][C:1]([CH3:3])([CH3:4])[CH3:2])=[O:7])[C@H:9]([C:22]2[NH:26][CH:25]=[C:24]([I:28])[N:23]=2)[CH2:10]1)([C:18]([CH3:19])([CH3:20])[CH3:21])([CH3:16])[CH3:17]. Given the reactants [C:1]([O:5][C:6]([N:8]1[CH2:12][C@@H:11]([CH2:13][O:14][Si:15]([C:18]([CH3:21])([CH3:20])[CH3:19])([CH3:17])[CH3:16])[CH2:10][C@H:9]1[C:22]1[NH:23][C:24]([I:28])=[C:25](I)[N:26]=1)=[O:7])([CH3:4])([CH3:3])[CH3:2].[Li+].[Cl-].C([Mg]Cl)(C)C, predict the reaction product. (3) Given the reactants [ClH:1].Cl.C(OC([N:10]1[CH2:15][CH2:14][CH:13]([O:16][C:17]2[CH:26]=[CH:25][CH:24]=[C:23]3[C:18]=2[C:19]([NH:27][C:28]2[C:33]([Cl:34])=[CH:32][CH:31]=[C:30]4[O:35][CH2:36][O:37][C:29]=24)=[N:20][CH:21]=[N:22]3)[CH2:12][CH2:11]1)=O)(C)(C)C.Cl, predict the reaction product. The product is: [ClH:34].[ClH:1].[Cl:34][C:33]1[C:28]([NH:27][C:19]2[C:18]3[C:23](=[CH:24][CH:25]=[CH:26][C:17]=3[O:16][CH:13]3[CH2:12][CH2:11][NH:10][CH2:15][CH2:14]3)[N:22]=[CH:21][N:20]=2)=[C:29]2[O:37][CH2:36][O:35][C:30]2=[CH:31][CH:32]=1. (4) Given the reactants [NH2:1][C:2]1[CH:10]=[C:9]([Br:11])[CH:8]=[CH:7][C:3]=1[C:4]([OH:6])=[O:5].Cl[C:13](Cl)([O:15]C(=O)OC(Cl)(Cl)Cl)Cl.O, predict the reaction product. The product is: [Br:11][C:9]1[CH:8]=[CH:7][C:3]2[C:4](=[O:6])[O:5][C:13](=[O:15])[NH:1][C:2]=2[CH:10]=1. (5) Given the reactants Cl[C:2]1[N:7]=[C:6]([N:8]([CH2:10][CH2:11][CH2:12][C:13]2[CH:18]=[CH:17][C:16]([Cl:19])=[CH:15][CH:14]=2)[CH3:9])[N:5]=[C:4]([NH:20][CH2:21][CH2:22][C:23]2[CH:28]=[CH:27][C:26]([O:29]C)=[CH:25][CH:24]=2)[N:3]=1.[CH2:31]([N:40]1[CH2:45][CH2:44][NH:43][CH2:42][CH2:41]1)[CH:32]=[CH:33][C:34]1[CH:39]=[CH:38][CH:37]=[CH:36][CH:35]=1.B(Br)(Br)Br.C([O-])(O)=O.[Na+], predict the reaction product. The product is: [Cl:19][C:16]1[CH:17]=[CH:18][C:13]([CH2:12][CH2:11][CH2:10][N:8]([CH3:9])[C:6]2[N:7]=[C:2]([N:43]3[CH2:44][CH2:45][N:40]([CH2:31]/[CH:32]=[CH:33]/[C:34]4[CH:39]=[CH:38][CH:37]=[CH:36][CH:35]=4)[CH2:41][CH2:42]3)[N:3]=[C:4]([NH:20][CH2:21][CH2:22][C:23]3[CH:24]=[CH:25][C:26]([OH:29])=[CH:27][CH:28]=3)[N:5]=2)=[CH:14][CH:15]=1. (6) Given the reactants [CH2:1]([C@@H:3]1[CH2:7][C@H:6](O)[CH2:5][C@@H:4]1[C:9]([OH:11])=[O:10])[CH3:2].C1N(P(Cl)(N2C(=O)OCC2)=O)C(=O)OC1.CCOCC, predict the reaction product. The product is: [CH2:1]([C@@H:3]1[CH2:7][C@H:6]2[CH2:5][C@@H:4]1[C:9](=[O:10])[O:11]2)[CH3:2]. (7) Given the reactants CN(C)CC#CC1C=C([C@@H]2[C@@H](C3C=CC=C(F)C=3)OC(=O)N2)C=NC=1.Br[C:27]1[CH:28]=[C:29]([C@@H:33]2[C@@H:37]([C:38]3[CH:39]=[C:40]([CH:43]=[CH:44][CH:45]=3)[C:41]#[N:42])[O:36][C:35](=[O:46])[NH:34]2)[CH:30]=[N:31][CH:32]=1.[C:47]([CH:49]1[CH2:52][C:51]([F:54])([F:53])[CH2:50]1)#[CH:48], predict the reaction product. The product is: [F:53][C:51]1([F:54])[CH2:52][CH:49]([C:47]#[C:48][C:27]2[CH:28]=[C:29]([C@@H:33]3[C@@H:37]([C:38]4[CH:39]=[C:40]([CH:43]=[CH:44][CH:45]=4)[C:41]#[N:42])[O:36][C:35](=[O:46])[NH:34]3)[CH:30]=[N:31][CH:32]=2)[CH2:50]1.